This data is from Merck oncology drug combination screen with 23,052 pairs across 39 cell lines. The task is: Regression. Given two drug SMILES strings and cell line genomic features, predict the synergy score measuring deviation from expected non-interaction effect. Drug 1: COc1cc(C2c3cc4c(cc3C(OC3OC5COC(C)OC5C(O)C3O)C3COC(=O)C23)OCO4)cc(OC)c1O. Drug 2: NC(=O)c1cccc2cn(-c3ccc(C4CCCNC4)cc3)nc12. Cell line: T47D. Synergy scores: synergy=-30.7.